Task: Binary Classification. Given a drug SMILES string, predict its activity (active/inactive) in a high-throughput screening assay against a specified biological target.. Dataset: Cav3 T-type calcium channel HTS with 100,875 compounds (1) The molecule is o1c(C2N(Cc3ccccc3)C(=O)C(O)=C2C(=O)C)ccc1. The result is 0 (inactive). (2) The molecule is O1C2(NC(C1)(CO)CO)CCN(CC2)C(C)C. The result is 0 (inactive). (3) The molecule is s1c(c2nc(sc2)Nc2cc(OC)ccc2)c(nc1N)C. The result is 0 (inactive). (4) The molecule is S(CC(=O)c1c(c([nH]c1C)C)C(OCC)=O)c1n(Cc2ccccc2)c(nn1)c1occc1. The result is 0 (inactive). (5) The compound is S(CC(=O)Nc1c(OC)cccc1)c1oc(nn1)CNC(=O)c1occc1. The result is 0 (inactive). (6) The compound is O(c1c(N)cc(Cc2cc(N)c(OC)cc2)cc1)C. The result is 0 (inactive). (7) The result is 0 (inactive). The drug is s1c(C(=O)n2nc(c(c2C)C(=O)C)C)ccc1. (8) The result is 0 (inactive). The compound is O=c1nc([nH]c2c1cc(N(C(=O)C)C(=O)C)cc2)C. (9) The molecule is S(=O)(=O)(Nc1c(OC)cccc1)c1cc(ccc1)C(=O)N\N=C(\c1ccc(n2ccnc2)cc1)C. The result is 0 (inactive). (10) The compound is O=C1CC(CC(Nc2ccc(OCCC)cc2)=C1)(C)C. The result is 0 (inactive).